From a dataset of Full USPTO retrosynthesis dataset with 1.9M reactions from patents (1976-2016). Predict the reactants needed to synthesize the given product. (1) Given the product [CH:1]([O:4][C:5]1[CH:10]=[CH:9][CH:8]=[CH:7][C:6]=1[C:11]1[NH:15][N:14]=[C:13]([S:16][CH2:17][C:18]([N:20]([CH3:25])[CH3:21])=[O:19])[N:12]=1)([CH3:3])[CH3:2], predict the reactants needed to synthesize it. The reactants are: [CH:1]([O:4][C:5]1[CH:10]=[CH:9][CH:8]=[CH:7][C:6]=1[C:11]1[NH:15][N:14]=[C:13]([S:16][CH2:17][C:18]([N:20]2[CH2:25]COC[CH2:21]2)=[O:19])[N:12]=1)([CH3:3])[CH3:2].CNC. (2) Given the product [C:40]1([C:39]2[CH:34]=[CH:35][CH:36]=[CH:37][CH:38]=2)[CH:41]=[CH:42][C:43]([C:2](=[N+:19]=[N-:20])[C:1]([O:4][CH3:5])=[O:3])=[CH:33][CH:44]=1, predict the reactants needed to synthesize it. The reactants are: [C:1]([O:4][CH3:5])(=[O:3])[CH3:2].C(NC1C=CC(S([N:19]=[N+:20]=[N-])(=O)=O)=CC=1)(=O)C.N1([CH:33]2[CH2:43][CH2:42][CH2:41][CH2:40][CH2:39][CH2:38][CH2:37][CH2:36][CH2:35][CH2:34]2)CCCN=CCCCCC1.[C:44](#N)C. (3) Given the product [Cl:22][C:23]1[CH:24]=[C:25]([CH:28]=[CH:29][C:30]=1[F:31])[CH2:26][N:9]1[CH2:8][CH2:7][C:6]2[C:11](=[C:2]([OH:1])[C:3](=[O:19])[N:4]([CH3:18])[C:5]=2[C:13]([N:15]([CH3:16])[CH3:17])=[O:14])[C:10]1=[O:12], predict the reactants needed to synthesize it. The reactants are: [OH:1][C:2]1[C:3](=[O:19])[N:4]([CH3:18])[C:5]([C:13]([N:15]([CH3:17])[CH3:16])=[O:14])=[C:6]2[C:11]=1[C:10](=[O:12])[NH:9][CH2:8][CH2:7]2.[H-].[Na+].[Cl:22][C:23]1[CH:24]=[C:25]([CH:28]=[CH:29][C:30]=1[F:31])[CH2:26]Br. (4) Given the product [C:1]([C:3]1[CH:8]=[CH:7][C:6]([N:9]2[C:13](=[O:14])[C:12]([CH3:16])([CH3:15])[N:11]([C:17]3[CH:28]=[CH:27][C:20]([O:21][CH2:22][C:23]([NH:36][CH3:35])=[O:25])=[C:19]([F:29])[CH:18]=3)[C:10]2=[S:30])=[CH:5][C:4]=1[C:31]([F:33])([F:32])[F:34])#[N:2], predict the reactants needed to synthesize it. The reactants are: [C:1]([C:3]1[CH:8]=[CH:7][C:6]([N:9]2[C:13](=[O:14])[C:12]([CH3:16])([CH3:15])[N:11]([C:17]3[CH:28]=[CH:27][C:20]([O:21][CH2:22][C:23]([O:25]C)=O)=[C:19]([F:29])[CH:18]=3)[C:10]2=[S:30])=[CH:5][C:4]=1[C:31]([F:34])([F:33])[F:32])#[N:2].[CH3:35][NH2:36]. (5) Given the product [C:1](=[O:2])([O-:4])[O-:3].[Nd+3:23].[C:6](=[O:7])([O-:9])[O-:8].[C:1](=[O:2])([O-:4])[O-:3].[Nd+3:23], predict the reactants needed to synthesize it. The reactants are: [C:1](=[O:4])([OH:3])[O-:2].[Mg+2].[C:6](=[O:9])([OH:8])[O-:7].C([O-])(=O)CC(CC([O-])=O)(C([O-])=O)O.[Nd+3:23]. (6) Given the product [CH3:15][O:16][C:17](=[O:25])[C:18]1[CH:23]=[CH:22][CH:21]=[C:20]([NH:34][C:31]2[CH:32]=[CH:33][C:28]([O:27][CH3:26])=[CH:29][CH:30]=2)[CH:19]=1, predict the reactants needed to synthesize it. The reactants are: CC([O-])(C)C.[Na+].[O-]P([O-])([O-])=O.[K+].[K+].[K+].[CH3:15][O:16][C:17](=[O:25])[C:18]1[CH:23]=[CH:22][CH:21]=[C:20](Br)[CH:19]=1.[CH3:26][O:27][C:28]1[CH:33]=[CH:32][C:31]([NH2:34])=[CH:30][CH:29]=1. (7) The reactants are: [Cl:1][C:2]1[C:3]([O:19]C)=[C:4]([CH3:18])[C:5]2[O:9][C:8]([N:10]3[CH2:15][CH2:14][NH:13][CH2:12][C@@H:11]3[CH3:16])=[N:7][C:6]=2[CH:17]=1.B(Br)(Br)Br.C(=O)([O-])O.[Na+]. Given the product [Cl:1][C:2]1[C:3]([OH:19])=[C:4]([CH3:18])[C:5]2[O:9][C:8]([N:10]3[CH2:15][CH2:14][NH:13][CH2:12][C@@H:11]3[CH3:16])=[N:7][C:6]=2[CH:17]=1, predict the reactants needed to synthesize it. (8) The reactants are: C(OC(=O)[NH:7][CH2:8][CH2:9][CH2:10][CH2:11][C:12]1[CH:17]=[CH:16][C:15]([O:18][CH2:19][C:20]#[N:21])=[CH:14][CH:13]=1)(C)(C)C.FC(F)(F)C(O)=O. Given the product [NH2:7][CH2:8][CH2:9][CH2:10][CH2:11][C:12]1[CH:17]=[CH:16][C:15]([O:18][CH2:19][C:20]#[N:21])=[CH:14][CH:13]=1, predict the reactants needed to synthesize it.